This data is from Full USPTO retrosynthesis dataset with 1.9M reactions from patents (1976-2016). The task is: Predict the reactants needed to synthesize the given product. (1) Given the product [Cl:32][C:19]1[C:16]2[CH:17]=[N:18][C:13]([NH:12][C:10](=[O:11])[C:9]3[CH:23]=[CH:24][C:6]([C@:3]([OH:5])([CH3:4])[CH2:2][OH:1])=[CH:7][CH:8]=3)=[CH:14][C:15]=2[N:21]([CH3:22])[CH:20]=1, predict the reactants needed to synthesize it. The reactants are: [OH:1][CH2:2][C@@:3]([C:6]1[CH:24]=[CH:23][C:9]([C:10]([NH:12][C:13]2[N:18]=[CH:17][C:16]3[CH:19]=[CH:20][N:21]([CH3:22])[C:15]=3[CH:14]=2)=[O:11])=[CH:8][CH:7]=1)([OH:5])[CH3:4].C1C(=O)N([Cl:32])C(=O)C1. (2) Given the product [CH3:21][C:22]1[C:23]([N:29]2[CH2:30][CH2:31][N:32]([C:14]([C:13]3[CH:12]=[CH:11][C:10]([C:7]([N:3]4[CH2:4][CH2:5][CH2:6][S:2]4(=[O:1])=[O:19])([CH3:8])[CH3:9])=[CH:18][CH:17]=3)=[O:16])[CH2:33][CH2:34]2)=[N:24][CH:25]=[C:26]([CH3:28])[N:27]=1, predict the reactants needed to synthesize it. The reactants are: [O:1]=[S:2]1(=[O:19])[CH2:6][CH2:5][CH2:4][N:3]1[C:7]([C:10]1[CH:18]=[CH:17][C:13]([C:14]([OH:16])=O)=[CH:12][CH:11]=1)([CH3:9])[CH3:8].Cl.[CH3:21][C:22]1[C:23]([N:29]2[CH2:34][CH2:33][NH:32][CH2:31][CH2:30]2)=[N:24][CH:25]=[C:26]([CH3:28])[N:27]=1. (3) The reactants are: [C:1]([C:3]1[C:4]([N:16]2[CH2:21][CH2:20][CH:19]([C:22]([OH:24])=O)[CH2:18][CH2:17]2)=[N:5][C:6]([CH2:14][CH3:15])=[C:7]([C:9]([O:11][CH2:12][CH3:13])=[O:10])[CH:8]=1)#[N:2].[F:25][C:26]1[CH:31]=[CH:30][CH:29]=[C:28]([F:32])[C:27]=1[CH2:33][S:34]([NH2:37])(=[O:36])=[O:35]. Given the product [C:1]([C:3]1[C:4]([N:16]2[CH2:21][CH2:20][CH:19]([C:22](=[O:24])[NH:37][S:34]([CH2:33][C:27]3[C:28]([F:32])=[CH:29][CH:30]=[CH:31][C:26]=3[F:25])(=[O:35])=[O:36])[CH2:18][CH2:17]2)=[N:5][C:6]([CH2:14][CH3:15])=[C:7]([CH:8]=1)[C:9]([O:11][CH2:12][CH3:13])=[O:10])#[N:2], predict the reactants needed to synthesize it. (4) Given the product [NH2:31][C:29]1[N:30]=[C:23]2[C:22]([C:9]3[CH:10]=[CH:11][C:12]([NH:15][S:16]([CH3:19])(=[O:17])=[O:18])=[CH:13][CH:14]=3)=[N:27][CH:26]=[CH:25][N:24]2[N:28]=1, predict the reactants needed to synthesize it. The reactants are: CC1(C)C(C)(C)OB([C:9]2[CH:14]=[CH:13][C:12]([NH:15][S:16]([CH3:19])(=[O:18])=[O:17])=[CH:11][CH:10]=2)O1.I[C:22]1[C:23]2[N:24]([N:28]=[C:29]([NH2:31])[N:30]=2)[CH:25]=[CH:26][N:27]=1. (5) Given the product [NH:1]1[C:5]2[CH:6]=[CH:7][C:8]([N:10]3[CH:14]([C:15]4[CH:20]=[CH:19][C:18]([N:21]5[CH2:22][CH2:23][O:24][CH2:25][CH2:26]5)=[CH:17][CH:16]=4)[C:13](=[O:27])[CH2:12][C:11]3=[O:33])=[CH:9][C:4]=2[N:3]=[CH:2]1, predict the reactants needed to synthesize it. The reactants are: [NH:1]1[C:5]2[CH:6]=[CH:7][C:8]([N:10]3[CH:14]([C:15]4[CH:20]=[CH:19][C:18]([N:21]5[CH2:26][CH2:25][O:24][CH2:23][CH2:22]5)=[CH:17][CH:16]=4)[C:13](=[O:27])[CH:12](C(OCC)=O)[C:11]3=[O:33])=[CH:9][C:4]=2[N:3]=[CH:2]1.Cl. (6) Given the product [C:26]([Si:23]([CH3:24])([CH3:25])[O:22][CH2:21][C:20]([N:12]1[C:13]2[C:18]([F:19])=[CH:17][N:16]=[CH:15][C:14]=2[C:10]([C:8]([C:4]2[CH:3]=[C:2]([NH:1][C:40](=[O:41])[CH2:39][C:36]3[CH:35]=[CH:34][C:33]([Cl:32])=[CH:38][N:37]=3)[CH:7]=[N:6][CH:5]=2)=[O:9])=[CH:11]1)([CH3:31])[CH3:30])([CH3:29])([CH3:28])[CH3:27], predict the reactants needed to synthesize it. The reactants are: [NH2:1][C:2]1[CH:3]=[C:4]([C:8]([C:10]2[C:14]3[CH:15]=[N:16][CH:17]=[C:18]([F:19])[C:13]=3[N:12]([C:20]([CH3:31])([CH3:30])[CH2:21][O:22][Si:23]([C:26]([CH3:29])([CH3:28])[CH3:27])([CH3:25])[CH3:24])[CH:11]=2)=[O:9])[CH:5]=[N:6][CH:7]=1.[Cl:32][C:33]1[CH:34]=[CH:35][C:36]([CH2:39][C:40](O)=[O:41])=[N:37][CH:38]=1.CCN(C(C)C)C(C)C.C(P1(=O)OP(CCC)(=O)OP(CCC)(=O)O1)CC. (7) Given the product [F:31][C:29]1[CH:30]=[C:13]([C:4]2[C:5]([C:7]3[CH:8]=[CH:9][N:10]=[CH:11][CH:12]=3)=[CH:6][N:2]([CH3:1])[N:3]=2)[CH:14]=[CH:15][C:16]=1[O:17][CH2:18][C:19]1[CH:28]=[CH:27][C:26]2[C:21](=[CH:22][CH:23]=[CH:24][CH:25]=2)[N:20]=1, predict the reactants needed to synthesize it. The reactants are: [CH3:1][N:2]1[CH:6]=[C:5]([C:7]2[CH:12]=[CH:11][N:10]=[CH:9][CH:8]=2)[C:4]([C:13]2[CH:30]=[CH:29][C:16]([O:17][CH2:18][C:19]3[CH:28]=[CH:27][C:26]4[C:21](=[CH:22][CH:23]=[CH:24][CH:25]=4)[N:20]=3)=[CH:15][CH:14]=2)=[N:3]1.[F:31]C1C=C(C(=O)CC2C=CN=CC=2)C=CC=1OCC1C=CC2C(=CC=CC=2)N=1. (8) The reactants are: CC1(C)C(C)(C)OB([C:9]2[CH:23]=[CH:22][C:12]([CH2:13][N:14]3[CH2:19][CH2:18][S:17](=[O:21])(=[O:20])[CH2:16][CH2:15]3)=[CH:11][CH:10]=2)O1.Br[C:26]1[N:31]2[N:32]=[C:33]([NH2:35])[N:34]=[C:30]2[CH:29]=[CH:28][CH:27]=1.C([O-])([O-])=O.[K+].[K+]. Given the product [O:21]=[S:17]1(=[O:20])[CH2:16][CH2:15][N:14]([CH2:13][C:12]2[CH:11]=[CH:10][C:9]([C:26]3[N:31]4[N:32]=[C:33]([NH2:35])[N:34]=[C:30]4[CH:29]=[CH:28][CH:27]=3)=[CH:23][CH:22]=2)[CH2:19][CH2:18]1, predict the reactants needed to synthesize it.